Dataset: NCI-60 drug combinations with 297,098 pairs across 59 cell lines. Task: Regression. Given two drug SMILES strings and cell line genomic features, predict the synergy score measuring deviation from expected non-interaction effect. (1) Drug 1: CC1=C(C=C(C=C1)NC(=O)C2=CC=C(C=C2)CN3CCN(CC3)C)NC4=NC=CC(=N4)C5=CN=CC=C5. Drug 2: CCN(CC)CCCC(C)NC1=C2C=C(C=CC2=NC3=C1C=CC(=C3)Cl)OC. Cell line: A498. Synergy scores: CSS=24.4, Synergy_ZIP=-5.93, Synergy_Bliss=0.311, Synergy_Loewe=-9.07, Synergy_HSA=-0.0622. (2) Drug 1: C1=C(C(=O)NC(=O)N1)N(CCCl)CCCl. Drug 2: C1=NNC2=C1C(=O)NC=N2. Cell line: SF-539. Synergy scores: CSS=43.6, Synergy_ZIP=-0.182, Synergy_Bliss=-1.59, Synergy_Loewe=-21.5, Synergy_HSA=-0.798. (3) Drug 1: CCC1(CC2CC(C3=C(CCN(C2)C1)C4=CC=CC=C4N3)(C5=C(C=C6C(=C5)C78CCN9C7C(C=CC9)(C(C(C8N6C=O)(C(=O)OC)O)OC(=O)C)CC)OC)C(=O)OC)O.OS(=O)(=O)O. Drug 2: CCC1(CC2CC(C3=C(CCN(C2)C1)C4=CC=CC=C4N3)(C5=C(C=C6C(=C5)C78CCN9C7C(C=CC9)(C(C(C8N6C)(C(=O)OC)O)OC(=O)C)CC)OC)C(=O)OC)O.OS(=O)(=O)O. Cell line: PC-3. Synergy scores: CSS=8.77, Synergy_ZIP=-0.276, Synergy_Bliss=4.96, Synergy_Loewe=3.86, Synergy_HSA=3.93. (4) Drug 1: C1=CC=C(C=C1)NC(=O)CCCCCCC(=O)NO. Drug 2: CC12CCC3C(C1CCC2O)C(CC4=C3C=CC(=C4)O)CCCCCCCCCS(=O)CCCC(C(F)(F)F)(F)F. Cell line: OVCAR-5. Synergy scores: CSS=2.09, Synergy_ZIP=0.595, Synergy_Bliss=3.30, Synergy_Loewe=0.0799, Synergy_HSA=1.14. (5) Drug 1: CCC(=C(C1=CC=CC=C1)C2=CC=C(C=C2)OCCN(C)C)C3=CC=CC=C3.C(C(=O)O)C(CC(=O)O)(C(=O)O)O. Drug 2: COC1=C2C(=CC3=C1OC=C3)C=CC(=O)O2. Cell line: COLO 205. Synergy scores: CSS=-2.16, Synergy_ZIP=7.80, Synergy_Bliss=-1.27, Synergy_Loewe=-1.49, Synergy_HSA=-5.54. (6) Cell line: DU-145. Synergy scores: CSS=46.2, Synergy_ZIP=4.66, Synergy_Bliss=6.35, Synergy_Loewe=-38.8, Synergy_HSA=5.24. Drug 2: CCC1(CC2CC(C3=C(CCN(C2)C1)C4=CC=CC=C4N3)(C5=C(C=C6C(=C5)C78CCN9C7C(C=CC9)(C(C(C8N6C)(C(=O)OC)O)OC(=O)C)CC)OC)C(=O)OC)O.OS(=O)(=O)O. Drug 1: CC1=C(C=C(C=C1)NC2=NC=CC(=N2)N(C)C3=CC4=NN(C(=C4C=C3)C)C)S(=O)(=O)N.Cl. (7) Drug 1: C1CC(=O)NC(=O)C1N2CC3=C(C2=O)C=CC=C3N. Drug 2: C1C(C(OC1N2C=NC3=C2NC=NCC3O)CO)O. Cell line: MCF7. Synergy scores: CSS=9.02, Synergy_ZIP=-1.12, Synergy_Bliss=3.08, Synergy_Loewe=5.92, Synergy_HSA=5.15. (8) Cell line: TK-10. Drug 1: CCN(CC)CCCC(C)NC1=C2C=C(C=CC2=NC3=C1C=CC(=C3)Cl)OC. Drug 2: C1CN(CCN1C(=O)CCBr)C(=O)CCBr. Synergy scores: CSS=19.0, Synergy_ZIP=-5.40, Synergy_Bliss=-2.45, Synergy_Loewe=-3.70, Synergy_HSA=-3.40. (9) Drug 1: C1=CN(C(=O)N=C1N)C2C(C(C(O2)CO)O)O.Cl. Drug 2: CN1C(=O)N2C=NC(=C2N=N1)C(=O)N. Cell line: OVCAR-5. Synergy scores: CSS=31.2, Synergy_ZIP=0.859, Synergy_Bliss=0.0103, Synergy_Loewe=-26.7, Synergy_HSA=-0.348. (10) Drug 1: C1=NC2=C(N=C(N=C2N1C3C(C(C(O3)CO)O)O)F)N. Drug 2: C1=NC2=C(N=C(N=C2N1C3C(C(C(O3)CO)O)F)Cl)N. Cell line: SK-MEL-28. Synergy scores: CSS=16.7, Synergy_ZIP=3.18, Synergy_Bliss=2.48, Synergy_Loewe=-5.10, Synergy_HSA=2.60.